From a dataset of Catalyst prediction with 721,799 reactions and 888 catalyst types from USPTO. Predict which catalyst facilitates the given reaction. (1) Reactant: [F:1][C:2]1[CH:7]=[CH:6][C:5]([C:8]2[CH:9]=[N:10][NH:11][C:12]=2[NH2:13])=[CH:4][CH:3]=1.O=[C:15]([C:22]1[CH:27]=[CH:26][CH:25]=[CH:24][N:23]=1)[CH2:16][C:17](OCC)=[O:18]. Product: [F:1][C:2]1[CH:3]=[CH:4][C:5]([C:8]2[CH:9]=[N:10][N:11]3[C:17](=[O:18])[CH:16]=[C:15]([C:22]4[CH:27]=[CH:26][CH:25]=[CH:24][N:23]=4)[NH:13][C:12]=23)=[CH:6][CH:7]=1. The catalyst class is: 15. (2) Reactant: [Cl:1][C:2]1[CH:3]=[C:4]2[C:8](=[CH:9][CH:10]=1)[NH:7][C:6]([C:11]([OH:13])=O)=[CH:5]2.[OH2:14].O[N:16]1[C:20]2[CH:21]=CC=[CH:24][C:19]=2[N:18]=N1.Cl.CN(C)CCCN=C=NCC. Product: [NH2:18][C@@H:19]1[CH2:24][O:14][CH2:21][C@@H:20]1[NH:16][C:11]([C:6]1[NH:7][C:8]2[C:4]([CH:5]=1)=[CH:3][C:2]([Cl:1])=[CH:10][CH:9]=2)=[O:13]. The catalyst class is: 9.